Task: Predict the product of the given reaction.. Dataset: Forward reaction prediction with 1.9M reactions from USPTO patents (1976-2016) (1) Given the reactants [NH2:1][C:2]1[CH:3]=[C:4]([C:8]2[C:17]3[C:12](=[C:13]([C:18]([F:21])([F:20])[F:19])[CH:14]=[CH:15][CH:16]=3)[N:11]=[CH:10][C:9]=2[C:22]([C:24]2[CH:29]=[CH:28][CH:27]=[CH:26][CH:25]=2)=[O:23])[CH:5]=[CH:6][CH:7]=1.C[O:31][C:32](=[O:48])[CH2:33][C:34]1[CH:35]=[C:36]([C:40]2[CH:45]=[CH:44][C:43]([CH:46]=O)=[CH:42][CH:41]=2)[CH:37]=[CH:38][CH:39]=1, predict the reaction product. The product is: [C:22]([C:9]1[CH:10]=[N:11][C:12]2[C:17]([C:8]=1[C:4]1[CH:3]=[C:2]([NH:1][CH2:46][C:43]3[CH:44]=[CH:45][C:40]([C:36]4[CH:37]=[CH:38][CH:39]=[C:34]([CH2:33][C:32]([OH:48])=[O:31])[CH:35]=4)=[CH:41][CH:42]=3)[CH:7]=[CH:6][CH:5]=1)=[CH:16][CH:15]=[CH:14][C:13]=2[C:18]([F:21])([F:19])[F:20])(=[O:23])[C:24]1[CH:25]=[CH:26][CH:27]=[CH:28][CH:29]=1. (2) Given the reactants [OH-].[Li+].[C:3]([NH:6][C:7]1[CH:8]=[C:9]2[C:13](=[CH:14][CH:15]=1)[N:12](C(OC(C)(C)C)=O)[C:11]([C:23]([O:25]CC)=[O:24])=[CH:10]2)(=[O:5])[CH3:4].CO.O, predict the reaction product. The product is: [C:3]([NH:6][C:7]1[CH:8]=[C:9]2[C:13](=[CH:14][CH:15]=1)[NH:12][C:11]([C:23]([OH:25])=[O:24])=[CH:10]2)(=[O:5])[CH3:4]. (3) The product is: [OH:11][CH2:12][C:13]([CH2:26][OH:27])([CH2:20][OH:21])[CH2:14][OH:15].[C:22]([O:21][CH2:20][C:13]([CH2:26][O:27][C:28](=[O:31])[CH:29]=[CH2:30])([CH2:14][O:15][C:16](=[O:19])[CH:17]=[CH2:18])[CH2:12][O:11][C:7](=[O:10])[CH:8]=[CH2:9])(=[O:25])[CH:23]=[CH2:24].[CH2:1]([NH2:6])[CH2:2][CH2:3][CH2:4][NH2:5]. Given the reactants [CH2:1]([NH2:6])[CH2:2][CH2:3][CH2:4][NH2:5].[C:7]([O:11][CH2:12][C:13]([CH2:26][O:27][C:28](=[O:31])[CH:29]=[CH2:30])([CH2:20][O:21][C:22](=[O:25])[CH:23]=[CH2:24])[CH2:14][O:15][C:16](=[O:19])[CH:17]=[CH2:18])(=[O:10])[CH:8]=[CH2:9], predict the reaction product. (4) The product is: [C:17]1([S:23][C:2]2[CH:15]=[CH:14][C:13]3[S:12][C:11]4[C:6](=[CH:7][CH:8]=[CH:9][CH:10]=4)[C:5](=[O:16])[C:4]=3[CH:3]=2)[CH:22]=[CH:21][CH:20]=[CH:19][CH:18]=1. Given the reactants Cl[C:2]1[CH:15]=[CH:14][C:13]2[S:12][C:11]3[C:6](=[CH:7][CH:8]=[CH:9][CH:10]=3)[C:5](=[O:16])[C:4]=2[CH:3]=1.[C:17]1([SH:23])[CH:22]=[CH:21][CH:20]=[CH:19][CH:18]=1.[OH-].[K+], predict the reaction product. (5) The product is: [CH:1]([C:4]1[N:5]=[C:6]([CH2:9][CH2:10][C:11]2[CH:36]=[CH:35][N:14]3[C:15](=[O:34])[C:16](/[CH:25]=[CH:26]/[C:27]([OH:29])=[O:28])=[C:17]([N:19]4[CH2:24][CH2:23][O:22][CH2:21][CH2:20]4)[N:18]=[C:13]3[CH:12]=2)[S:7][CH:8]=1)([CH3:3])[CH3:2]. Given the reactants [CH:1]([C:4]1[N:5]=[C:6]([CH2:9][CH2:10][C:11]2[CH:36]=[CH:35][N:14]3[C:15](=[O:34])[C:16](/[CH:25]=[CH:26]/[C:27]([O:29]C(C)(C)C)=[O:28])=[C:17]([N:19]4[CH2:24][CH2:23][O:22][CH2:21][CH2:20]4)[N:18]=[C:13]3[CH:12]=2)[S:7][CH:8]=1)([CH3:3])[CH3:2], predict the reaction product.